This data is from Full USPTO retrosynthesis dataset with 1.9M reactions from patents (1976-2016). The task is: Predict the reactants needed to synthesize the given product. (1) Given the product [F:18][C:19]1[CH:24]=[CH:23][C:22]([CH:25]([C:29]2[CH:30]=[CH:31][C:32]([F:35])=[CH:33][CH:34]=2)[CH2:26][CH2:27][NH:28][C:13](=[O:15])[C:12]2[CH:11]=[CH:10][C:9]([CH2:8][N:5]3[CH2:4][CH2:3][N:2]([CH3:1])[CH2:7][CH2:6]3)=[CH:17][CH:16]=2)=[CH:21][CH:20]=1, predict the reactants needed to synthesize it. The reactants are: [CH3:1][N:2]1[CH2:7][CH2:6][N:5]([CH2:8][C:9]2[CH:17]=[CH:16][C:12]([C:13]([OH:15])=O)=[CH:11][CH:10]=2)[CH2:4][CH2:3]1.[F:18][C:19]1[CH:24]=[CH:23][C:22]([CH:25]([C:29]2[CH:34]=[CH:33][C:32]([F:35])=[CH:31][CH:30]=2)[CH2:26][CH2:27][NH2:28])=[CH:21][CH:20]=1. (2) Given the product [Br:1][C:2]1[CH:7]=[CH:6][CH:5]=[CH:4][C:3]=1[N:8]1[CH2:17][C:16]2[C:11](=[N:12][C:13]([NH:18][C:19]3[CH:40]=[CH:39][C:22]4[O:23][CH:24]([CH2:27][N:44]([CH3:45])[CH3:43])[CH2:25][O:26][C:21]=4[CH:20]=3)=[N:14][CH:15]=2)[N:10]([CH3:41])[C:9]1=[O:42], predict the reactants needed to synthesize it. The reactants are: [Br:1][C:2]1[CH:7]=[CH:6][CH:5]=[CH:4][C:3]=1[N:8]1[CH2:17][C:16]2[C:11](=[N:12][C:13]([NH:18][C:19]3[CH:40]=[CH:39][C:22]4[O:23][CH:24]([CH2:27]OS(C5C=CC(C)=CC=5)(=O)=O)[CH2:25][O:26][C:21]=4[CH:20]=3)=[N:14][CH:15]=2)[N:10]([CH3:41])[C:9]1=[O:42].[CH3:43][NH:44][CH3:45]. (3) Given the product [Cl:9][C:3]1[CH:4]=[C:5]([Cl:8])[CH:6]=[CH:7][C:2]=1[C:13](=[O:19])[C:14]([O:16][CH2:17][CH3:18])=[O:15], predict the reactants needed to synthesize it. The reactants are: Br[C:2]1[CH:7]=[CH:6][C:5]([Cl:8])=[CH:4][C:3]=1[Cl:9].[Mg].II.[C:13](OCC)(=[O:19])[C:14]([O:16][CH2:17][CH3:18])=[O:15].[Cl-].[NH4+].